This data is from Peptide-MHC class I binding affinity with 185,985 pairs from IEDB/IMGT. The task is: Regression. Given a peptide amino acid sequence and an MHC pseudo amino acid sequence, predict their binding affinity value. This is MHC class I binding data. (1) The peptide sequence is RRDYRRGL. The MHC is Patr-B0101 with pseudo-sequence Patr-B0101. The binding affinity (normalized) is 0. (2) The peptide sequence is YTAVVPLVE. The MHC is HLA-B57:01 with pseudo-sequence HLA-B57:01. The binding affinity (normalized) is 0.000920. (3) The MHC is HLA-A30:02 with pseudo-sequence HLA-A30:02. The binding affinity (normalized) is 0. The peptide sequence is FYAYLRKHF.